This data is from Peptide-MHC class II binding affinity with 134,281 pairs from IEDB. The task is: Regression. Given a peptide amino acid sequence and an MHC pseudo amino acid sequence, predict their binding affinity value. This is MHC class II binding data. (1) The peptide sequence is AGRFEVHAQTVEDEA. The MHC is DRB1_0301 with pseudo-sequence DRB1_0301. The binding affinity (normalized) is 0.117. (2) The peptide sequence is LLEFAVVLELAILSI. The MHC is DRB1_1101 with pseudo-sequence DRB1_1101. The binding affinity (normalized) is 0. (3) The MHC is DRB1_1302 with pseudo-sequence DRB1_1302. The peptide sequence is LDAKSTWYGKPTGAG. The binding affinity (normalized) is 0. (4) The peptide sequence is LNIKLNMPLYIAGNK. The MHC is DRB1_0802 with pseudo-sequence DRB1_0802. The binding affinity (normalized) is 0.560. (5) The peptide sequence is RIEEVTRMAMTDTTP. The MHC is HLA-DQA10201-DQB10303 with pseudo-sequence HLA-DQA10201-DQB10303. The binding affinity (normalized) is 0.447. (6) The peptide sequence is MRSMPFLRKTRWTFL. The MHC is DRB5_0101 with pseudo-sequence DRB5_0101. The binding affinity (normalized) is 0.872.